Dataset: Forward reaction prediction with 1.9M reactions from USPTO patents (1976-2016). Task: Predict the product of the given reaction. (1) Given the reactants [Cl:1][C:2]1[C:12]([Cl:13])=[CH:11][C:10]2[CH:9]3[CH2:14][CH:5]([CH2:6][N:7](C(=O)C(F)(F)F)[CH2:8]3)[C:4]=2[CH:3]=1, predict the reaction product. The product is: [ClH:1].[Cl:13][C:12]1[C:2]([Cl:1])=[CH:3][C:4]2[CH:5]3[CH2:14][CH:9]([CH2:8][NH:7][CH2:6]3)[C:10]=2[CH:11]=1. (2) Given the reactants [CH:1]1([C:6]([C:8]2[CH:13]=[C:12]([O:14][CH3:15])[CH:11]=[CH:10][C:9]=2OS(C(F)(F)F)(=O)=O)=[O:7])[CH2:5][CH:4]=[CH:3][CH2:2]1.C(N(C(C)C)CC)(C)C.C([O-])(=O)C.[K+].C1(P(C2C=CC=CC=2)CCCP(C2C=CC=CC=2)C2C=CC=CC=2)C=CC=CC=1, predict the reaction product. The product is: [CH3:15][O:14][C:12]1[CH:11]=[CH:10][C:9]2[CH:4]3[CH2:5][CH:1]([C:6](=[O:7])[C:8]=2[CH:13]=1)[CH:2]=[CH:3]3. (3) Given the reactants [CH3:1][Mg]Br.[N:4]1[C:11](Cl)=[N:10][C:8]([Cl:9])=[N:7][C:5]=1[Cl:6], predict the reaction product. The product is: [Cl:6][C:5]1[N:7]=[C:8]([Cl:9])[N:10]=[C:11]([CH3:1])[N:4]=1. (4) Given the reactants [OH:1][C@@H:2]([C@H:7](O)[C:8]1[CH:13]=[CH:12][CH:11]=[CH:10][CH:9]=1)[C:3]([O:5][CH3:6])=[O:4].[BrH:15].[CH3:16][C:17]([OH:19])=O, predict the reaction product. The product is: [C:17]([O:1][C@@H:2]([C@@H:7]([Br:15])[C:8]1[CH:13]=[CH:12][CH:11]=[CH:10][CH:9]=1)[C:3]([O:5][CH3:6])=[O:4])(=[O:19])[CH3:16]. (5) The product is: [CH:5]1([C:12]2[CH:20]=[CH:19][C:15]([C:16]([NH2:23])=[S:17])=[CH:14][CH:13]=2)[CH2:11][CH2:10][CH2:9][CH2:8][CH2:7][CH2:6]1. Given the reactants S(Cl)(Cl)=O.[CH:5]1([C:12]2[CH:20]=[CH:19][C:15]([C:16](O)=[S:17])=[CH:14][CH:13]=2)[CH2:11][CH2:10][CH2:9][CH2:8][CH2:7][CH2:6]1.C([N:23](CC)CC)C.N, predict the reaction product. (6) Given the reactants C(O)C.[O:4]([CH2:11][CH2:12][CH2:13][CH2:14][CH2:15][C:16]1[O:20][N:19]=[C:18]([C:21]([O:23]CC)=[O:22])[CH:17]=1)[C:5]1[CH:10]=[CH:9][CH:8]=[CH:7][CH:6]=1.[OH-].[K+], predict the reaction product. The product is: [O:4]([CH2:11][CH2:12][CH2:13][CH2:14][CH2:15][C:16]1[O:20][N:19]=[C:18]([C:21]([OH:23])=[O:22])[CH:17]=1)[C:5]1[CH:10]=[CH:9][CH:8]=[CH:7][CH:6]=1. (7) Given the reactants [Br:1]N1C(=O)CCC1=O.O1CCCC1.O.[CH2:15]([O:17][C:18]1[CH:19]=[N:20][C:21]([C:24]([O:26]CC)=[CH2:25])=[N:22][CH:23]=1)[CH3:16], predict the reaction product. The product is: [Br:1][CH2:26][C:24]([C:21]1[N:20]=[CH:19][C:18]([O:17][CH2:15][CH3:16])=[CH:23][N:22]=1)=[O:25]. (8) Given the reactants [C:1]([O:5][C:6]([C@@H:8]1[CH2:13][CH2:12][C@H:11]([O:14][C:15]2[CH:25]=[CH:24][C:18]([C:19]([O:21]CC)=[O:20])=[CH:17][N:16]=2)[CH2:10][CH2:9]1)=[O:7])([CH3:4])([CH3:3])[CH3:2].O.[OH-].[Li+], predict the reaction product. The product is: [C:1]([O:5][C:6]([C@@H:8]1[CH2:13][CH2:12][C@H:11]([O:14][C:15]2[CH:25]=[CH:24][C:18]([C:19]([OH:21])=[O:20])=[CH:17][N:16]=2)[CH2:10][CH2:9]1)=[O:7])([CH3:4])([CH3:2])[CH3:3]. (9) The product is: [F:43][C:14]([F:13])([C:33]([OH:37])([CH3:34])[CH3:2])[C:15]([O:17][CH3:18])=[O:16]. Given the reactants O.[C:2]1(C)C=CC(S(O)(=O)=O)=CC=1.[F:13][C:14]([F:43])([CH:33]([O:37]C(=O)C(C)=C)[CH:34](C)C)[C:15]([O:17][CH2:18]CC(F)(F)C(F)(F)C(F)(F)C(F)(F)F)=[O:16].C(=O)([O-])O.[Na+], predict the reaction product. (10) Given the reactants [NH2:1][C:2]1[N:3]([CH3:24])[C:4](=[O:23])[C:5]2([C:15]3[C:10](=[CH:11][CH:12]=[C:13](Br)[CH:14]=3)[O:9][CH:8]([C:17]3[CH:22]=[CH:21][CH:20]=[CH:19][CH:18]=3)[CH2:7]2)[N:6]=1.[CH3:25][NH:26][S:27]([C:30]1[CH:31]=[C:32](B(O)O)[CH:33]=[CH:34][CH:35]=1)(=[O:29])=[O:28], predict the reaction product. The product is: [NH2:1][C:2]1[N:3]([CH3:24])[C:4](=[O:23])[C:5]2([C:15]3[C:10](=[CH:11][CH:12]=[C:13]([C:32]4[CH:31]=[C:30]([S:27]([NH:26][CH3:25])(=[O:28])=[O:29])[CH:35]=[CH:34][CH:33]=4)[CH:14]=3)[O:9][CH:8]([C:17]3[CH:22]=[CH:21][CH:20]=[CH:19][CH:18]=3)[CH2:7]2)[N:6]=1.